Dataset: Full USPTO retrosynthesis dataset with 1.9M reactions from patents (1976-2016). Task: Predict the reactants needed to synthesize the given product. (1) Given the product [Br:21][C:14]1[C:15]2[C:20]([C:7]([C:1]3[CH:2]=[CH:3][CH:4]=[CH:5][CH:6]=3)=[C:8]3[C:13]=1[CH:12]=[CH:11][CH:10]=[CH:9]3)=[CH:19][CH:18]=[CH:17][CH:16]=2, predict the reactants needed to synthesize it. The reactants are: [C:1]1([C:7]2[C:8]3[C:13]([CH:14]=[C:15]4[C:20]=2[CH:19]=[CH:18][CH:17]=[CH:16]4)=[CH:12][CH:11]=[CH:10][CH:9]=3)[CH:6]=[CH:5][CH:4]=[CH:3][CH:2]=1.[Br:21]Br.S([O-])([O-])(=O)=S.[Na+].[Na+]. (2) The reactants are: [C:1]([O:5][C:6]([NH:8][CH2:9][C:10]1[CH:18]=[CH:17][C:13]([C:14]([OH:16])=[O:15])=[CH:12][CH:11]=1)=[O:7])([CH3:4])([CH3:3])[CH3:2].[B-](F)(F)(F)F.CN(C(O[N:32]1[C:37](=[O:38])[CH2:36][CH2:35][C:33]1=[O:34])=[N+](C)C)C.C(N(CC)C(C)C)(C)C. Given the product [C:1]([O:5][C:6]([NH:8][CH2:9][C:10]1[CH:11]=[CH:12][C:13]([C:14]([O:16][N:32]2[C:37](=[O:38])[CH2:36][CH2:35][C:33]2=[O:34])=[O:15])=[CH:17][CH:18]=1)=[O:7])([CH3:4])([CH3:2])[CH3:3], predict the reactants needed to synthesize it.